This data is from Catalyst prediction with 721,799 reactions and 888 catalyst types from USPTO. The task is: Predict which catalyst facilitates the given reaction. Reactant: Cl.[CH3:2][C:3]1([OH:7])[CH2:6][NH:5][CH2:4]1.C(N(CC)CC)C.[C:15]([C:19]1[CH:20]=[C:21]([CH:25]=[C:26]([C:29]([CH3:32])([CH3:31])[CH3:30])[C:27]=1[OH:28])[C:22](O)=[O:23])([CH3:18])([CH3:17])[CH3:16].C1(N=C=NC2CCCCC2)CCCCC1. Product: [C:29]([C:26]1[CH:25]=[C:21]([C:22]([N:5]2[CH2:6][C:3]([OH:7])([CH3:2])[CH2:4]2)=[O:23])[CH:20]=[C:19]([C:15]([CH3:18])([CH3:17])[CH3:16])[C:27]=1[OH:28])([CH3:32])([CH3:30])[CH3:31]. The catalyst class is: 7.